This data is from Full USPTO retrosynthesis dataset with 1.9M reactions from patents (1976-2016). The task is: Predict the reactants needed to synthesize the given product. (1) Given the product [C:2]([CH:10]([CH2:34][CH3:35])[CH2:11][C:12]1[CH:17]=[CH:16][C:15]([N:18]2[S:22](=[O:24])(=[O:23])[NH:21][C:20](=[O:25])[CH2:19]2)=[C:14]([OH:26])[CH:13]=1)(=[O:9])[C:3]1[CH:8]=[CH:7][CH:6]=[CH:5][CH:4]=1, predict the reactants needed to synthesize it. The reactants are: [K].[C:2]([CH:10]([CH2:34][CH3:35])[CH2:11][C:12]1[CH:17]=[CH:16][C:15]([N:18]2[S:22](=[O:24])(=[O:23])[NH:21][C:20](=[O:25])[CH2:19]2)=[C:14]([O:26]CC2C=CC=CC=2)[CH:13]=1)(=[O:9])[C:3]1[CH:8]=[CH:7][CH:6]=[CH:5][CH:4]=1. (2) The reactants are: [O:1]([C:8]1[CH:20]=[CH:19][C:11]2[NH:12]C(=O)[NH:14][S:15](=[O:17])(=[O:16])[C:10]=2[CH:9]=1)[C:2]1[CH:7]=[CH:6][CH:5]=[CH:4][CH:3]=1.[OH-].[Na+]. Given the product [NH2:12][C:11]1[CH:19]=[CH:20][C:8]([O:1][C:2]2[CH:3]=[CH:4][CH:5]=[CH:6][CH:7]=2)=[CH:9][C:10]=1[S:15]([NH2:14])(=[O:16])=[O:17], predict the reactants needed to synthesize it. (3) The reactants are: C([Li])CCC.[Cl:6][C:7]1[CH:23]=[CH:22][C:10]([C:11]([NH:13][C:14]2[CH:19]=[CH:18][C:17]([Cl:20])=[CH:16][C:15]=2[CH3:21])=O)=[CH:9][CH:8]=1.Cl. Given the product [Cl:20][C:17]1[CH:16]=[C:15]2[C:14](=[CH:19][CH:18]=1)[NH:13][C:11]([C:10]1[CH:22]=[CH:23][C:7]([Cl:6])=[CH:8][CH:9]=1)=[CH:21]2, predict the reactants needed to synthesize it.